Dataset: Forward reaction prediction with 1.9M reactions from USPTO patents (1976-2016). Task: Predict the product of the given reaction. (1) Given the reactants [Cl:1][C:2]1[N:7]=[C:6]([CH2:8][OH:9])[CH:5]=[C:4]([CH3:10])[N:3]=1.C(N(CC)CC)C.Cl, predict the reaction product. The product is: [Cl:1][C:2]1[N:7]=[C:6]([CH:8]=[O:9])[CH:5]=[C:4]([CH3:10])[N:3]=1. (2) The product is: [CH:7]([C:5]1[S:6][C:2]([N:12]2[CH2:11][CH2:10][N:9]([C:15]([O:17][C:18]([CH3:21])([CH3:20])[CH3:19])=[O:16])[CH2:14][CH2:13]2)=[CH:3][CH:4]=1)=[O:8]. Given the reactants Br[C:2]1[S:6][C:5]([CH:7]=[O:8])=[CH:4][CH:3]=1.[N:9]1([C:15]([O:17][C:18]([CH3:21])([CH3:20])[CH3:19])=[O:16])[CH2:14][CH2:13][NH:12][CH2:11][CH2:10]1.C(N(C(C)C)C(C)C)C, predict the reaction product. (3) Given the reactants Br[C:2]1[S:3][C:4]([Br:7])=[CH:5][N:6]=1.[CH3:8][CH:9]1[CH2:14][NH:13][CH2:12][CH:11]([CH3:15])[NH:10]1.C(=O)([O-])[O-].[K+].[K+].CN(C)C=O, predict the reaction product. The product is: [Br:7][C:4]1[S:3][C:2]([N:13]2[CH2:12][CH:11]([CH3:15])[NH:10][CH:9]([CH3:8])[CH2:14]2)=[N:6][CH:5]=1. (4) Given the reactants [CH2:1]([C:3]1[CH:7]=[CH:6][NH:5][CH:4]=1)[CH3:2].[CH:8](C1NC=C(CC)C=1)=[O:9].OC1C=C(NC2C3=CC(C)=CN3N=CN=2)C=CC=1C, predict the reaction product. The product is: [CH:8]([C:4]1[NH:5][CH:6]=[CH:7][C:3]=1[CH2:1][CH3:2])=[O:9]. (5) Given the reactants Cl[C:2]1[N:7]=[CH:6][N:5]=[C:4]([NH2:8])[CH:3]=1.CCOC(C)=O.[CH3:15][N:16](C=O)C, predict the reaction product. The product is: [NH2:8][C:4]1[N:5]=[CH:6][N:7]=[C:2]([C:15]#[N:16])[CH:3]=1. (6) Given the reactants [Si:1]([O:8][CH2:9][C@H:10]1[CH2:15][CH2:14][C@H:13]([NH:16][C:17]2[C:22]([C:23]([NH2:25])=[O:24])=[CH:21][N:20]=[C:19]3[N:26]([CH2:29][O:30][CH2:31][CH2:32][Si:33]([CH3:36])([CH3:35])[CH3:34])[CH:27]=[CH:28][C:18]=23)[CH2:12][CH2:11]1)([C:4]([CH3:7])([CH3:6])[CH3:5])([CH3:3])[CH3:2].[C:37](=O)([O-])O.[Na+], predict the reaction product. The product is: [Si:1]([O:8][CH2:9][C@H:10]1[CH2:15][CH2:14][C@H:13]([N:16]2[C:17]3[C:18]4[CH:28]=[CH:27][N:26]([CH2:29][O:30][CH2:31][CH2:32][Si:33]([CH3:34])([CH3:35])[CH3:36])[C:19]=4[N:20]=[CH:21][C:22]=3[C:23](=[O:24])[N:25]=[CH:37]2)[CH2:12][CH2:11]1)([C:4]([CH3:7])([CH3:6])[CH3:5])([CH3:3])[CH3:2]. (7) Given the reactants N.[CH:2]([C@H:5]1[NH:9][C:8](=[O:10])[CH2:7][C:6]1=O)([CH3:4])[CH3:3].[NH2:12][C:13]([CH2:20][CH2:21][C:22]1[CH:27]=[CH:26][C:25]([F:28])=[CH:24][CH:23]=1)=[CH:14][C:15]([O:17][CH2:18][CH3:19])=[O:16].[CH:29]([C:31]1[CH:45]=[CH:44][C:34]([C:35]([NH:37][CH2:38][C:39]2[O:40][CH:41]=[CH:42][CH:43]=2)=[O:36])=[CH:33][CH:32]=1)=O, predict the reaction product. The product is: [CH2:18]([O:17][C:15]([C:14]1[CH:29]([C:31]2[CH:32]=[CH:33][C:34]([C:35](=[O:36])[NH:37][CH2:38][C:39]3[O:40][CH:41]=[CH:42][CH:43]=3)=[CH:44][CH:45]=2)[C:7]2[C:8](=[O:10])[NH:9][CH:5]([CH:2]([CH3:4])[CH3:3])[C:6]=2[NH:12][C:13]=1[CH2:20][CH2:21][C:22]1[CH:23]=[CH:24][C:25]([F:28])=[CH:26][CH:27]=1)=[O:16])[CH3:19]. (8) Given the reactants [OH:1][CH:2]([CH2:14][CH3:15])[CH:3]=[C:4]1C(=O)OC(C)(C)OC1=O.CC1(C)OC(=O)CC(=O)O1.C(Cl)(=O)CC.[C:31]([OH:40])(=[O:39])[C:32]1[C:33](=[CH:35][CH:36]=[CH:37][CH:38]=1)[NH2:34].C(OC(=O)C)(=O)C, predict the reaction product. The product is: [O:1]=[C:2]([CH2:14][CH3:15])[CH2:3][C:4]1[O:39][C:31](=[O:40])[C:32]2[CH:38]=[CH:37][CH:36]=[CH:35][C:33]=2[N:34]=1. (9) Given the reactants [CH:1]1([N:4]2[CH2:13][C:12]3[C:7](=[CH:8][CH:9]=[CH:10][CH:11]=3)[N:6]([CH2:14][C:15]3[N:19]([CH2:20][CH2:21][CH2:22][C:23]([F:26])([F:25])[F:24])[C:18]4[CH:27]=[CH:28][C:29]([C:31]#[N:32])=[CH:30][C:17]=4[N:16]=3)[C:5]2=[O:33])[CH2:3][CH2:2]1.Cl, predict the reaction product. The product is: [NH4+:4].[OH-:33].[NH2:32][CH2:31][C:29]1[CH:28]=[CH:27][C:18]2[N:19]([CH2:20][CH2:21][CH2:22][C:23]([F:24])([F:26])[F:25])[C:15]([CH2:14][N:6]3[C:7]4[C:12](=[CH:11][CH:10]=[CH:9][CH:8]=4)[CH2:13][N:4]([CH:1]4[CH2:2][CH2:3]4)[C:5]3=[O:33])=[N:16][C:17]=2[CH:30]=1.